From a dataset of NCI-60 drug combinations with 297,098 pairs across 59 cell lines. Regression. Given two drug SMILES strings and cell line genomic features, predict the synergy score measuring deviation from expected non-interaction effect. (1) Drug 1: CC1=C(C=C(C=C1)C(=O)NC2=CC(=CC(=C2)C(F)(F)F)N3C=C(N=C3)C)NC4=NC=CC(=N4)C5=CN=CC=C5. Drug 2: COCCOC1=C(C=C2C(=C1)C(=NC=N2)NC3=CC=CC(=C3)C#C)OCCOC.Cl. Cell line: NCI-H460. Synergy scores: CSS=-5.33, Synergy_ZIP=3.23, Synergy_Bliss=2.99, Synergy_Loewe=-4.48, Synergy_HSA=-4.11. (2) Drug 1: CC12CCC3C(C1CCC2=O)CC(=C)C4=CC(=O)C=CC34C. Drug 2: CN(C)N=NC1=C(NC=N1)C(=O)N. Synergy scores: CSS=56.7, Synergy_ZIP=0.792, Synergy_Bliss=0.113, Synergy_Loewe=-23.5, Synergy_HSA=-0.681. Cell line: HCT-15. (3) Drug 1: C1CN1P(=S)(N2CC2)N3CC3. Synergy scores: CSS=86.2, Synergy_ZIP=0.690, Synergy_Bliss=2.37, Synergy_Loewe=1.81, Synergy_HSA=4.45. Cell line: MOLT-4. Drug 2: C1CC(C1)(C(=O)O)C(=O)O.[NH2-].[NH2-].[Pt+2]. (4) Drug 1: CCC1=C2CN3C(=CC4=C(C3=O)COC(=O)C4(CC)O)C2=NC5=C1C=C(C=C5)O. Drug 2: C1=NNC2=C1C(=O)NC=N2. Cell line: SNB-19. Synergy scores: CSS=50.1, Synergy_ZIP=-2.89, Synergy_Bliss=-3.25, Synergy_Loewe=-70.7, Synergy_HSA=-2.35. (5) Drug 1: CNC(=O)C1=CC=CC=C1SC2=CC3=C(C=C2)C(=NN3)C=CC4=CC=CC=N4. Drug 2: C(CC(=O)O)C(=O)CN.Cl. Cell line: HL-60(TB). Synergy scores: CSS=27.0, Synergy_ZIP=21.5, Synergy_Bliss=19.5, Synergy_Loewe=10.4, Synergy_HSA=18.9. (6) Drug 1: CN(CC1=CN=C2C(=N1)C(=NC(=N2)N)N)C3=CC=C(C=C3)C(=O)NC(CCC(=O)O)C(=O)O. Drug 2: N.N.Cl[Pt+2]Cl. Cell line: SN12C. Synergy scores: CSS=14.1, Synergy_ZIP=-8.05, Synergy_Bliss=-3.52, Synergy_Loewe=-8.15, Synergy_HSA=-7.78. (7) Synergy scores: CSS=-4.07, Synergy_ZIP=5.81, Synergy_Bliss=5.52, Synergy_Loewe=-0.941, Synergy_HSA=-0.677. Drug 1: CC12CCC3C(C1CCC2O)C(CC4=C3C=CC(=C4)O)CCCCCCCCCS(=O)CCCC(C(F)(F)F)(F)F. Drug 2: C(CC(=O)O)C(=O)CN.Cl. Cell line: MDA-MB-435.